From a dataset of CYP2C19 inhibition data for predicting drug metabolism from PubChem BioAssay. Regression/Classification. Given a drug SMILES string, predict its absorption, distribution, metabolism, or excretion properties. Task type varies by dataset: regression for continuous measurements (e.g., permeability, clearance, half-life) or binary classification for categorical outcomes (e.g., BBB penetration, CYP inhibition). Dataset: cyp2c19_veith. The molecule is CCCN(CCC)CCc1ccc(O)c(O)c1. The result is 0 (non-inhibitor).